This data is from Full USPTO retrosynthesis dataset with 1.9M reactions from patents (1976-2016). The task is: Predict the reactants needed to synthesize the given product. Given the product [Br:1][C:2]1[N:3]=[C:4]2[C:10]([C:11]([NH:18][C:14]([CH3:17])([CH3:16])[CH3:15])=[O:13])=[CH:9][NH:8][C:5]2=[N:6][CH:7]=1, predict the reactants needed to synthesize it. The reactants are: [Br:1][C:2]1[N:3]=[C:4]2[C:10]([C:11]([OH:13])=O)=[CH:9][NH:8][C:5]2=[N:6][CH:7]=1.[C:14]([NH2:18])([CH3:17])([CH3:16])[CH3:15].CN(C(ON1N=NC2C=CC=NC1=2)=[N+](C)C)C.F[P-](F)(F)(F)(F)F.